Dataset: Forward reaction prediction with 1.9M reactions from USPTO patents (1976-2016). Task: Predict the product of the given reaction. (1) The product is: [Cl:1][C:2]1[CH:3]=[CH:4][C:5]([CH2:6][CH:7]2[C:16]3[C:11](=[CH:12][C:13]([O:19][CH3:20])=[C:14]([O:17][CH3:18])[CH:15]=3)[CH2:10][CH2:9][N:8]2[CH2:24][C:25]([NH:28][CH:29]2[CH2:37][C:36]3[C:31](=[CH:32][CH:33]=[CH:34][CH:35]=3)[CH2:30]2)=[O:26])=[CH:21][CH:22]=1. Given the reactants [Cl:1][C:2]1[CH:22]=[CH:21][C:5]([CH2:6][CH:7]2[C:16]3[C:11](=[CH:12][C:13]([O:19][CH3:20])=[C:14]([O:17][CH3:18])[CH:15]=3)[CH2:10][CH2:9][NH:8]2)=[CH:4][CH:3]=1.Br[CH2:24][C:25](Br)=[O:26].[NH2:28][CH:29]1[CH2:37][C:36]2[C:31](=[CH:32][CH:33]=[CH:34][CH:35]=2)[CH2:30]1, predict the reaction product. (2) Given the reactants C([O:4][CH2:5][C@H:6]1[O:11][C:10]([CH3:13])([CH3:12])[O:9][C@@H:8]([CH2:14][C:15]([O:17][CH2:18]C)=[O:16])[CH2:7]1)(=O)C.C(=O)([O-])[O-].[K+].[K+], predict the reaction product. The product is: [OH:4][CH2:5][C@H:6]1[O:11][C:10]([CH3:12])([CH3:13])[O:9][C@@H:8]([CH2:14][C:15]([O:17][CH3:18])=[O:16])[CH2:7]1.